This data is from Reaction yield outcomes from USPTO patents with 853,638 reactions. The task is: Predict the reaction yield, written as a fraction of the theoretical maximum amount of product (1.0 means a 100% yield; for example, 0.34 means a 34% yield). (1) The yield is 0.670. The product is [F:32][C:2]([F:31])([F:1])[S:3]([NH:6][CH2:7][CH2:8][C:9]1[S:10][C:11]([C:14]2[CH:15]=[CH:16][C:17]([NH:20][C:21]([NH:23][C:24]3[CH:29]=[CH:28][CH:27]=[CH:26][C:25]=3[F:30])=[N:22][CH3:34])=[CH:18][CH:19]=2)=[CH:12][N:13]=1)(=[O:4])=[O:5]. No catalyst specified. The reactants are [F:1][C:2]([F:32])([F:31])[S:3]([NH:6][CH2:7][CH2:8][C:9]1[S:10][C:11]([C:14]2[CH:19]=[CH:18][C:17]([NH:20][C:21]([NH:23][C:24]3[CH:29]=[CH:28][CH:27]=[CH:26][C:25]=3[F:30])=[NH:22])=[CH:16][CH:15]=2)=[CH:12][N:13]=1)(=[O:5])=[O:4].F[C:34](F)(F)S(NCCC1SC(C2C=CC(NC(NC3C=CC=CC=3F)=S)=CC=2)=CN=1)(=O)=O.CN. (2) The reactants are Br[C:2]1[CH:16]=[N:15][C:5]2[NH:6][C:7](=[O:14])[N:8]([CH2:10][CH2:11][O:12][CH3:13])[CH2:9][C:4]=2[CH:3]=1.[CH3:17][C:18]1[NH:19][C:20]2[C:25]([C:26]=1[CH2:27][N:28]([CH3:33])[C:29](=[O:32])[CH:30]=[CH2:31])=[CH:24][CH:23]=[CH:22][CH:21]=2.C1(C)C=CC=CC=1P(C1C=CC=CC=1C)C1C=CC=CC=1C.C(N(C(C)C)CC)(C)C. The catalyst is C(#N)CC.CC([O-])=O.CC([O-])=O.[Pd+2]. The product is [CH3:33][N:28]([CH2:27][C:26]1[C:25]2[C:20](=[CH:21][CH:22]=[CH:23][CH:24]=2)[NH:19][C:18]=1[CH3:17])[C:29](=[O:32])/[CH:30]=[CH:31]/[C:2]1[CH:16]=[N:15][C:5]2[NH:6][C:7](=[O:14])[N:8]([CH2:10][CH2:11][O:12][CH3:13])[CH2:9][C:4]=2[CH:3]=1. The yield is 0.360. (3) The reactants are [Cl:1][C:2]1[C:7]([O:8][C:9]2[CH:14]=[CH:13][C:12]([N+:15]([O-])=O)=[CH:11][C:10]=2[C:18]#[N:19])=[CH:6][C:5]([NH:20][C:21](=[O:26])[C:22]([F:25])([F:24])[F:23])=[C:4]([F:27])[CH:3]=1.O1CCCC1. The catalyst is C(O)(=O)C. The product is [NH2:15][C:12]1[CH:13]=[CH:14][C:9]([O:8][C:7]2[C:2]([Cl:1])=[CH:3][C:4]([F:27])=[C:5]([NH:20][C:21](=[O:26])[C:22]([F:23])([F:24])[F:25])[CH:6]=2)=[C:10]([C:18]#[N:19])[CH:11]=1. The yield is 0.820. (4) The reactants are [Cl:1][C:2]1[C:19]([F:20])=[CH:18][CH:17]=[C:16]([F:21])[C:3]=1[CH2:4][N:5]1[CH2:10][CH2:9][NH:8][C:7]2[N:11]=[CH:12][C:13](I)=[CH:14][C:6]1=2.[N:22]1([CH:27]2[CH2:32][CH2:31][N:30]([C:33]([C:35]3[CH:40]=[CH:39][C:38](B4OC(C)(C)C(C)(C)O4)=[CH:37][CH:36]=3)=[O:34])[CH2:29][CH2:28]2)[CH2:26][CH2:25][CH2:24][CH2:23]1. No catalyst specified. The product is [Cl:1][C:2]1[C:19]([F:20])=[CH:18][CH:17]=[C:16]([F:21])[C:3]=1[CH2:4][N:5]1[CH2:10][CH2:9][NH:8][C:7]2[N:11]=[CH:12][C:13]([C:38]3[CH:39]=[CH:40][C:35]([C:33]([N:30]4[CH2:29][CH2:28][CH:27]([N:22]5[CH2:23][CH2:24][CH2:25][CH2:26]5)[CH2:32][CH2:31]4)=[O:34])=[CH:36][CH:37]=3)=[CH:14][C:6]1=2. The yield is 0.360. (5) The reactants are [C:1]([C:5]1[C:13]2[C:8](=[CH:9][CH:10]=[C:11]([N+:14]([O-])=O)[CH:12]=2)[NH:7][CH:6]=1)([CH3:4])([CH3:3])[CH3:2]. The catalyst is CO.[Ni]. The product is [C:1]([C:5]1[C:13]2[C:8](=[CH:9][CH:10]=[C:11]([NH2:14])[CH:12]=2)[NH:7][CH:6]=1)([CH3:4])([CH3:2])[CH3:3]. The yield is 0.190. (6) The yield is 0.470. The reactants are [NH2:1][C:2]1[C:11]2[C:6](=[C:7](I)[CH:8]=[CH:9][CH:10]=2)[N:5]=[N:4][C:3]=1[C:13]([NH:15][CH2:16][CH2:17][CH3:18])=[O:14].[F:19][C:20]1[CH:25]=[CH:24][C:23](B(O)O)=[CH:22][CH:21]=1. The product is [NH2:1][C:2]1[C:11]2[C:6](=[C:7]([C:23]3[CH:24]=[CH:25][C:20]([F:19])=[CH:21][CH:22]=3)[CH:8]=[CH:9][CH:10]=2)[N:5]=[N:4][C:3]=1[C:13]([NH:15][CH2:16][CH2:17][CH3:18])=[O:14]. No catalyst specified. (7) The reactants are [Cl:1][C:2]1[C:7]([C:8]2[CH:9]=[C:10]([CH:14]([C:16]3[O:17][CH:18]=[CH:19][N:20]=3)[OH:15])[CH:11]=[CH:12][CH:13]=2)=[CH:6][N:5]=[C:4]2[N:21](COCC[Si](C)(C)C)[CH:22]=[C:23]([C:24]3[CH:29]=[CH:28][CH:27]=[CH:26][C:25]=3[F:30])[C:3]=12.C(O)(C(F)(F)F)=O. No catalyst specified. The product is [Cl:1][C:2]1[C:7]([C:8]2[CH:9]=[C:10]([CH:14]([C:16]3[O:17][CH:18]=[CH:19][N:20]=3)[OH:15])[CH:11]=[CH:12][CH:13]=2)=[CH:6][N:5]=[C:4]2[NH:21][CH:22]=[C:23]([C:24]3[CH:29]=[CH:28][CH:27]=[CH:26][C:25]=3[F:30])[C:3]=12. The yield is 0.160.